This data is from Forward reaction prediction with 1.9M reactions from USPTO patents (1976-2016). The task is: Predict the product of the given reaction. (1) The product is: [C:3]([C:5]1[CH:52]=[CH:51][C:8]([CH2:9][CH2:10][NH:11][CH2:12][C@:13]23[CH2:47][CH2:46][C@@H:45]([C:48]([CH3:50])=[CH2:49])[C@@H:14]2[C@@H:15]2[C@@:28]([CH3:31])([CH2:29][CH2:30]3)[C@@:27]3([CH3:32])[C@@H:18]([C@:19]4([CH3:44])[C@@H:24]([CH2:25][CH2:26]3)[C:23]([CH3:34])([CH3:33])[C:22]([C:35]3[CH:43]=[CH:42][C:38]([C:39]([OH:41])=[O:40])=[CH:37][CH:36]=3)=[CH:21][CH2:20]4)[CH2:17][CH2:16]2)=[CH:7][CH:6]=1)([OH:4])=[O:2]. Given the reactants C[O:2][C:3]([C:5]1[CH:52]=[CH:51][C:8]([CH2:9][CH2:10][NH:11][CH2:12][C@:13]23[CH2:47][CH2:46][C@@H:45]([C:48]([CH3:50])=[CH2:49])[C@@H:14]2[C@@H:15]2[C@@:28]([CH3:31])([CH2:29][CH2:30]3)[C@@:27]3([CH3:32])[C@@H:18]([C@:19]4([CH3:44])[C@@H:24]([CH2:25][CH2:26]3)[C:23]([CH3:34])([CH3:33])[C:22]([C:35]3[CH:43]=[CH:42][C:38]([C:39]([OH:41])=[O:40])=[CH:37][CH:36]=3)=[CH:21][CH2:20]4)[CH2:17][CH2:16]2)=[CH:7][CH:6]=1)=[O:4].[OH-].[Li+].O, predict the reaction product. (2) Given the reactants [OH:1][CH2:2][CH:3]1[CH:8]([NH:9][C:10](=[O:16])[O:11][C:12]([CH3:15])([CH3:14])[CH3:13])[CH2:7][CH2:6][O:5][CH2:4]1.[CH3:17][C:18]1[CH:19]=[N:20][N:21]([C:23]2[CH:28]=[CH:27][C:26](O)=[CH:25][CH:24]=2)[CH:22]=1.C1CCN(C(N=NC(N2CCCCC2)=O)=O)CC1.P(CCCC)(CCCC)CCCC, predict the reaction product. The product is: [CH3:17][C:18]1[CH:19]=[N:20][N:21]([C:23]2[CH:24]=[CH:25][C:26]([O:1][CH2:2][CH:3]3[CH:8]([NH:9][C:10](=[O:16])[O:11][C:12]([CH3:13])([CH3:15])[CH3:14])[CH2:7][CH2:6][O:5][CH2:4]3)=[CH:27][CH:28]=2)[CH:22]=1.